Dataset: Forward reaction prediction with 1.9M reactions from USPTO patents (1976-2016). Task: Predict the product of the given reaction. (1) Given the reactants [CH3:1][C:2]1[C:7]([C:8]([F:11])([F:10])[F:9])=[CH:6][CH:5]=[CH:4][C:3]=1[CH2:12][C:13]1[C:14]([NH2:18])=[N:15][NH:16][CH:17]=1.[C:19](OC)(=[O:25])[CH2:20][C:21](OC)=[O:22].C[O-].[Na+], predict the reaction product. The product is: [CH3:1][C:2]1[C:7]([C:8]([F:9])([F:10])[F:11])=[CH:6][CH:5]=[CH:4][C:3]=1[CH2:12][C:13]1[CH:17]=[N:16][N:15]2[C:21](=[O:22])[CH2:20][C:19](=[O:25])[NH:18][C:14]=12. (2) Given the reactants [F:1][C:2]1[CH:10]=[CH:9][C:5]([C:6]([OH:8])=O)=[CH:4][C:3]=1[CH3:11].[NH2:12][CH2:13][C:14]1[CH:21]=[CH:20][C:17]([C:18]#[N:19])=[CH:16][C:15]=1[N+:22]([O-:24])=[O:23], predict the reaction product. The product is: [C:18]([C:17]1[CH:20]=[CH:21][C:14]([CH2:13][NH:12][C:6](=[O:8])[C:5]2[CH:9]=[CH:10][C:2]([F:1])=[C:3]([CH3:11])[CH:4]=2)=[C:15]([N+:22]([O-:24])=[O:23])[CH:16]=1)#[N:19]. (3) Given the reactants [OH-].[Na+].C(O[C:11]([NH:13][C@@H:14]([CH2:18][OH:19])[C:15]([OH:17])=[O:16])=[O:12])C1C=CC=CC=1.Cl, predict the reaction product. The product is: [O:12]=[C:11]1[NH:13][C@H:14]([C:15]([OH:17])=[O:16])[CH2:18][O:19]1. (4) Given the reactants [F:1][CH:2]([F:10])[C:3]1[CH:8]=[CH:7][CH:6]=[CH:5][C:4]=1[CH3:9].[Br:11]N1C(=O)CCC1=O.N(C(C)(C)C#N)=NC(C)(C)C#N, predict the reaction product. The product is: [Br:11][CH2:9][C:4]1[CH:5]=[CH:6][CH:7]=[CH:8][C:3]=1[CH:2]([F:10])[F:1]. (5) Given the reactants [O:1]=[C:2]1[NH:6][C:5](=[O:7])[CH:4]([CH2:8][C:9]2[CH:10]=[CH:11][C:12]([OH:19])=[C:13]([CH:18]=2)[C:14]([O:16][CH3:17])=[O:15])[S:3]1.C(=O)([O-])[O-].[Cs+].[Cs+].CS(O[CH2:31][CH2:32][N:33]1[C:37]2[CH:38]=[C:39]([Br:43])[CH:40]=[C:41]([CH3:42])[C:36]=2[N:35]=[C:34]1[CH2:44][CH2:45][CH3:46])(=O)=O.O, predict the reaction product. The product is: [Br:43][C:39]1[CH:40]=[C:41]([CH3:42])[C:36]2[N:35]=[C:34]([CH2:44][CH2:45][CH3:46])[N:33]([CH2:32][CH2:31][O:19][C:12]3[CH:11]=[CH:10][C:9]([CH2:8][CH:4]4[S:3][C:2](=[O:1])[NH:6][C:5]4=[O:7])=[CH:18][C:13]=3[C:14]([O:16][CH3:17])=[O:15])[C:37]=2[CH:38]=1. (6) Given the reactants [NH2:1][CH:2]([CH2:5][OH:6])[CH2:3][OH:4].Cl[C:8]([O:10][CH2:11][CH:12]([CH3:14])[CH3:13])=[O:9], predict the reaction product. The product is: [OH:4][CH2:3][CH:2]([NH:1][C:8](=[O:9])[O:10][CH2:11][CH:12]([CH3:14])[CH3:13])[CH2:5][OH:6].